Dataset: Full USPTO retrosynthesis dataset with 1.9M reactions from patents (1976-2016). Task: Predict the reactants needed to synthesize the given product. The reactants are: S(Cl)(Cl)=O.[CH2:5]([O:8][C:9]([NH:11][C:12]1[S:13][CH:14]=[C:15]([C:17]([OH:19])=O)[N:16]=1)=[O:10])[CH:6]=[CH2:7].[K+].[C:21]([O:27][CH2:28][CH3:29])(=[O:26])[CH2:22]C([O-])=O.[Cl-].[Mg+2].[Cl-]. Given the product [CH2:5]([O:8][C:9]([NH:11][C:12]1[S:13][CH:14]=[C:15]([C:17](=[O:19])[CH2:22][C:21]([O:27][CH2:28][CH3:29])=[O:26])[N:16]=1)=[O:10])[CH:6]=[CH2:7], predict the reactants needed to synthesize it.